Dataset: Full USPTO retrosynthesis dataset with 1.9M reactions from patents (1976-2016). Task: Predict the reactants needed to synthesize the given product. (1) Given the product [Cl:18][C:19]1[CH:24]=[C:23]([NH:1][C:2]2[CH:3]=[CH:4][C:5]3[N:10]([CH3:11])[C:9](=[O:12])[O:8][C:7]([CH2:15][CH3:16])([CH2:13][CH3:14])[C:6]=3[CH:17]=2)[CH:22]=[CH:21][CH:20]=1, predict the reactants needed to synthesize it. The reactants are: [NH2:1][C:2]1[CH:3]=[CH:4][C:5]2[N:10]([CH3:11])[C:9](=[O:12])[O:8][C:7]([CH2:15][CH3:16])([CH2:13][CH3:14])[C:6]=2[CH:17]=1.[Cl:18][C:19]1[CH:20]=[C:21](B(O)O)[CH:22]=[CH:23][CH:24]=1.C(N(CC)CC)C. (2) Given the product [Br:23][C:10]1[N:11]=[CH:12][C:13]([NH:15][CH2:16][CH:17]2[CH2:22][CH2:21][O:20][CH2:19][CH2:18]2)=[N:14][C:9]=1[C:3]1[C:2]([Cl:1])=[CH:7][N:6]=[C:5]([F:8])[CH:4]=1, predict the reactants needed to synthesize it. The reactants are: [Cl:1][C:2]1[C:3]([C:9]2[N:14]=[C:13]([NH:15][CH2:16][CH:17]3[CH2:22][CH2:21][O:20][CH2:19][CH2:18]3)[CH:12]=[N:11][CH:10]=2)=[CH:4][C:5]([F:8])=[N:6][CH:7]=1.[Br:23]N1C(=O)CCC1=O. (3) Given the product [Cl:1][C:2]1[N:3]=[C:4]([OH:22])[C:5]2[CH:11]=[CH:10][N:9]=[C:8]([C:12]3[CH:17]=[CH:16][CH:15]=[C:14]([N+:18]([O-:20])=[O:19])[CH:13]=3)[C:6]=2[N:7]=1, predict the reactants needed to synthesize it. The reactants are: [Cl:1][C:2]1[N:3]=[C:4](Cl)[C:5]2[CH:11]=[CH:10][N:9]=[C:8]([C:12]3[CH:17]=[CH:16][CH:15]=[C:14]([N+:18]([O-:20])=[O:19])[CH:13]=3)[C:6]=2[N:7]=1.[OH-:22].[Na+]. (4) Given the product [CH3:1][O:5][C:6](=[O:26])[CH2:7][O:8][CH2:9][CH:10]1[CH2:15][CH2:14][N:13]([C:16]([O:18][CH2:19][C:20]2[CH:25]=[CH:24][CH:23]=[CH:22][CH:21]=2)=[O:17])[CH2:12][CH2:11]1, predict the reactants needed to synthesize it. The reactants are: [C:1]([O:5][C:6](=[O:26])[CH2:7][O:8][CH2:9][CH:10]1[CH2:15][CH2:14][N:13]([C:16]([O:18][CH2:19][C:20]2[CH:25]=[CH:24][CH:23]=[CH:22][CH:21]=2)=[O:17])[CH2:12][CH2:11]1)(C)(C)C.FC(F)(F)C(O)=O.